This data is from Catalyst prediction with 721,799 reactions and 888 catalyst types from USPTO. The task is: Predict which catalyst facilitates the given reaction. (1) Reactant: [OH:1][CH2:2][CH2:3][C:4]1[CH:5]=[CH:6][C:7]2[S:12][CH2:11][C:10](=[O:13])[NH:9][C:8]=2[CH:14]=1.C(N(CC)CC)C.CC=C(C)C.[CH3:27][S:28](Cl)(=[O:30])=[O:29]. Product: [O:13]=[C:10]1[NH:9][C:8]2[CH:14]=[C:4]([CH2:3][CH2:2][O:1][S:28]([CH3:27])(=[O:30])=[O:29])[CH:5]=[CH:6][C:7]=2[S:12][CH2:11]1. The catalyst class is: 2. (2) Reactant: [NH2:1][C:2]1[N:6]([CH:7]2[CH2:10][N:9](C(C3C=CC=CC=3)C3C=CC=CC=3)[CH2:8]2)[N:5]=[C:4]([C:24]2[CH:29]=[CH:28][C:27]([O:30][C:31]3[CH:36]=[CH:35][CH:34]=[CH:33][CH:32]=3)=[CH:26][CH:25]=2)[C:3]=1[C:37]#[N:38].Cl. Product: [NH2:1][C:2]1[N:6]([CH:7]2[CH2:10][NH:9][CH2:8]2)[N:5]=[C:4]([C:24]2[CH:25]=[CH:26][C:27]([O:30][C:31]3[CH:36]=[CH:35][CH:34]=[CH:33][CH:32]=3)=[CH:28][CH:29]=2)[C:3]=1[C:37]#[N:38]. The catalyst class is: 293. (3) Reactant: C([O:4][C:5]1[C:6]([O:11][CH:12]([C:14]([O:16][CH3:17])=[O:15])[CH3:13])=[N:7][CH:8]=[CH:9][CH:10]=1)(=O)C.C(=O)([O-])[O-].[K+].[K+].CO. Product: [OH:4][C:5]1[C:6]([O:11][CH:12]([C:14]([O:16][CH3:17])=[O:15])[CH3:13])=[N:7][CH:8]=[CH:9][CH:10]=1. The catalyst class is: 6. (4) Reactant: [OH-].[Na+].C([O:5][C:6]([C:8]1[C:12]([F:13])=[CH:11][NH:10][N:9]=1)=[O:7])C.C([O:16][C:17]([C:19]1[CH:23]=[CH:22][NH:21][N:20]=1)=[O:18])C.Cl. Product: [F:13][C:12]1[C:8]([C:6]([OH:7])=[O:5])=[N:9][NH:10][CH:11]=1.[NH:21]1[CH:22]=[CH:23][C:19]([C:17]([OH:18])=[O:16])=[N:20]1. The catalyst class is: 12. (5) Reactant: [NH:1]1[C:9]2[C:4](=[CH:5][CH:6]=[CH:7][C:8]=2/C=C/C(NS(C2SC=CC=2)(=O)=O)=O)[CH:3]=[CH:2]1.C([BH3-])#N.[Na+]. Product: [NH:1]1[C:9]2[C:4](=[CH:5][CH:6]=[CH:7][CH:8]=2)[CH2:3][CH2:2]1. The catalyst class is: 15. (6) The catalyst class is: 21. Reactant: [I:1][C:2]1[CH:3]=[C:4](O)[CH:5]=[CH:6][CH:7]=1.C(=O)([O-])[O-].[K+].[K+].[CH3:15][O:16][CH2:17]Cl.O. Product: [I:1][C:2]1[CH:7]=[CH:6][CH:5]=[C:4]([CH2:15][O:16][CH3:17])[CH:3]=1.